This data is from NCI-60 drug combinations with 297,098 pairs across 59 cell lines. The task is: Regression. Given two drug SMILES strings and cell line genomic features, predict the synergy score measuring deviation from expected non-interaction effect. (1) Drug 2: CC1=C(C(=O)C2=C(C1=O)N3CC4C(C3(C2COC(=O)N)OC)N4)N. Synergy scores: CSS=16.4, Synergy_ZIP=-8.00, Synergy_Bliss=0.914, Synergy_Loewe=-14.0, Synergy_HSA=-0.205. Cell line: SNB-75. Drug 1: CN1C(=O)N2C=NC(=C2N=N1)C(=O)N. (2) Drug 1: CS(=O)(=O)C1=CC(=C(C=C1)C(=O)NC2=CC(=C(C=C2)Cl)C3=CC=CC=N3)Cl. Drug 2: CC(C)NC(=O)C1=CC=C(C=C1)CNNC.Cl. Cell line: OVCAR-5. Synergy scores: CSS=11.8, Synergy_ZIP=-3.12, Synergy_Bliss=0.722, Synergy_Loewe=-2.78, Synergy_HSA=-0.733. (3) Drug 2: CC(C)(C#N)C1=CC(=CC(=C1)CN2C=NC=N2)C(C)(C)C#N. Drug 1: C1=NC(=NC(=O)N1C2C(C(C(O2)CO)O)O)N. Synergy scores: CSS=5.66, Synergy_ZIP=-2.85, Synergy_Bliss=-0.342, Synergy_Loewe=-1.02, Synergy_HSA=-0.448. Cell line: PC-3. (4) Drug 1: CC1=C2C(C(=O)C3(C(CC4C(C3C(C(C2(C)C)(CC1OC(=O)C(C(C5=CC=CC=C5)NC(=O)OC(C)(C)C)O)O)OC(=O)C6=CC=CC=C6)(CO4)OC(=O)C)OC)C)OC. Drug 2: CN(C)C1=NC(=NC(=N1)N(C)C)N(C)C. Cell line: PC-3. Synergy scores: CSS=58.0, Synergy_ZIP=22.6, Synergy_Bliss=22.9, Synergy_Loewe=-18.6, Synergy_HSA=22.3. (5) Drug 1: C#CCC(CC1=CN=C2C(=N1)C(=NC(=N2)N)N)C3=CC=C(C=C3)C(=O)NC(CCC(=O)O)C(=O)O. Drug 2: C1CNP(=O)(OC1)N(CCCl)CCCl. Cell line: HS 578T. Synergy scores: CSS=0.802, Synergy_ZIP=1.48, Synergy_Bliss=2.87, Synergy_Loewe=0.532, Synergy_HSA=0.532. (6) Drug 1: COC1=C(C=C2C(=C1)N=CN=C2NC3=CC(=C(C=C3)F)Cl)OCCCN4CCOCC4. Drug 2: CCN(CC)CCNC(=O)C1=C(NC(=C1C)C=C2C3=C(C=CC(=C3)F)NC2=O)C. Cell line: NCI-H226. Synergy scores: CSS=24.0, Synergy_ZIP=-4.47, Synergy_Bliss=5.54, Synergy_Loewe=2.75, Synergy_HSA=3.01. (7) Drug 1: CC12CCC(CC1=CCC3C2CCC4(C3CC=C4C5=CN=CC=C5)C)O. Drug 2: C1=CC=C(C=C1)NC(=O)CCCCCCC(=O)NO. Cell line: EKVX. Synergy scores: CSS=6.88, Synergy_ZIP=0.920, Synergy_Bliss=0.783, Synergy_Loewe=-1.34, Synergy_HSA=-1.23. (8) Drug 1: CN(CCCl)CCCl.Cl. Drug 2: C(CN)CNCCSP(=O)(O)O. Cell line: SR. Synergy scores: CSS=46.0, Synergy_ZIP=0.143, Synergy_Bliss=-0.391, Synergy_Loewe=-33.9, Synergy_HSA=0.0342. (9) Drug 1: CC1CCC2CC(C(=CC=CC=CC(CC(C(=O)C(C(C(=CC(C(=O)CC(OC(=O)C3CCCCN3C(=O)C(=O)C1(O2)O)C(C)CC4CCC(C(C4)OC)O)C)C)O)OC)C)C)C)OC. Drug 2: CC1=C(C(=O)C2=C(C1=O)N3CC4C(C3(C2COC(=O)N)OC)N4)N. Cell line: RPMI-8226. Synergy scores: CSS=33.7, Synergy_ZIP=-10.7, Synergy_Bliss=-2.29, Synergy_Loewe=-3.05, Synergy_HSA=0.00865.